Dataset: Full USPTO retrosynthesis dataset with 1.9M reactions from patents (1976-2016). Task: Predict the reactants needed to synthesize the given product. (1) Given the product [F:25][C:26]1[CH:33]=[CH:32][CH:31]=[CH:30][C:27]=1[CH2:28][N:2]1[C:3]([C:10]2[CH:20]=[CH:19][C:13]([C:14]([O:16][CH2:17][CH3:18])=[O:15])=[CH:12][CH:11]=2)=[C:4]2[C:9]([CH:8]=[CH:7][CH:6]=[CH:5]2)=[N:1]1, predict the reactants needed to synthesize it. The reactants are: [NH:1]1[C:9]2[C:4](=[CH:5][CH:6]=[CH:7][CH:8]=2)[C:3]([C:10]2[CH:20]=[CH:19][C:13]([C:14]([O:16][CH2:17][CH3:18])=[O:15])=[CH:12][CH:11]=2)=[N:2]1.CC[O-].[Na+].[F:25][C:26]1[CH:33]=[CH:32][CH:31]=[CH:30][C:27]=1[CH2:28]Cl. (2) Given the product [CH3:1][C:2]1[C:3]([CH:8]2[CH2:13][CH2:12][CH2:11][CH:10]([C:14]3[C:19]([CH3:20])=[CH:18][CH:17]=[CH:16][N:15]=3)[N:9]2[CH2:22][C:23]2[CH:28]=[CH:27][C:26]([C:29]#[N:30])=[CH:25][CH:24]=2)=[N:4][CH:5]=[CH:6][CH:7]=1, predict the reactants needed to synthesize it. The reactants are: [CH3:1][C:2]1[C:3]([CH:8]2[CH2:13][CH2:12][CH2:11][CH:10]([C:14]3[C:19]([CH3:20])=[CH:18][CH:17]=[CH:16][N:15]=3)[NH:9]2)=[N:4][CH:5]=[CH:6][CH:7]=1.Br[CH2:22][C:23]1[CH:28]=[CH:27][C:26]([C:29]#[N:30])=[CH:25][CH:24]=1.CCN(C(C)C)C(C)C. (3) Given the product [CH3:1][N:2]1[C:7](=[O:8])[C:6]([N:9]2[CH2:14][CH2:13][O:12][CH2:11][CH2:10]2)=[CH:5][C:4]([C:15]2[C:16]([CH3:25])=[N:17][CH:18]=[C:19]([C:21]([OH:23])=[O:22])[CH:20]=2)=[CH:3]1, predict the reactants needed to synthesize it. The reactants are: [CH3:1][N:2]1[C:7](=[O:8])[C:6]([N:9]2[CH2:14][CH2:13][O:12][CH2:11][CH2:10]2)=[CH:5][C:4]([C:15]2[C:16]([CH3:25])=[N:17][CH:18]=[C:19]([C:21]([O:23]C)=[O:22])[CH:20]=2)=[CH:3]1.[OH-].[Li+].Cl. (4) The reactants are: FC(F)(F)C(O)=O.[NH:8]1[CH2:13][CH:12]=[C:11]([C:14]2[C:15]3[N:16]([N:20]=[C:21]([NH:23][C:24]4[CH:32]=[CH:31][C:27]([C:28]([OH:30])=[O:29])=[CH:26][CH:25]=4)[N:22]=3)[CH:17]=[CH:18][CH:19]=2)[CH2:10][CH2:9]1.C(N(CC)C(C)C)(C)C.Cl[C:43]([O:45][CH2:46][CH3:47])=[O:44]. Given the product [CH2:46]([O:45][C:43]([N:8]1[CH2:9][CH:10]=[C:11]([C:14]2[C:15]3[N:16]([N:20]=[C:21]([NH:23][C:24]4[CH:25]=[CH:26][C:27]([C:28]([OH:30])=[O:29])=[CH:31][CH:32]=4)[N:22]=3)[CH:17]=[CH:18][CH:19]=2)[CH2:12][CH2:13]1)=[O:44])[CH3:47], predict the reactants needed to synthesize it. (5) The reactants are: [Cl:1][C:2]1[CH:7]=[CH:6][C:5]([C:8]2[O:12][C:11]([C@@H:13]([NH2:15])[CH3:14])=[N:10][CH:9]=2)=[CH:4][CH:3]=1.[C:16]([O:20][C@@H:21]([C@H:23]1[CH2:27][O:26][C:25](=[O:28])[N:24]1[C:29]1[C:34]([F:35])=[CH:33][N:32]=[C:31](F)[N:30]=1)[CH3:22])([CH3:19])([CH3:18])[CH3:17].C(N(C(C)C)C(C)C)C. Given the product [C:16]([O:20][C@@H:21]([C@H:23]1[CH2:27][O:26][C:25](=[O:28])[N:24]1[C:29]1[C:34]([F:35])=[CH:33][N:32]=[C:31]([NH:15][CH:13]([C:11]2[O:12][C:8]([C:5]3[CH:4]=[CH:3][C:2]([Cl:1])=[CH:7][CH:6]=3)=[CH:9][N:10]=2)[CH3:14])[N:30]=1)[CH3:22])([CH3:17])([CH3:18])[CH3:19], predict the reactants needed to synthesize it. (6) Given the product [I:10][C:4]1[N:3]=[C:2]([CH3:1])[N:9]2[CH:8]=[CH:7][S:6][C:5]=12, predict the reactants needed to synthesize it. The reactants are: [CH3:1][C:2]1[N:9]2[C:5]([S:6][CH:7]=[CH:8]2)=[CH:4][N:3]=1.[I:10]N1C(=O)CCC1=O. (7) Given the product [CH2:1]([NH:8][C:9]1[CH:17]=[C:16]([N:18]2[CH2:19][CH2:20][N:21]([C:24](=[O:31])[C:25]3[CH:26]=[CH:27][CH:28]=[CH:29][CH:30]=3)[CH2:22][CH2:23]2)[CH:15]=[CH:14][C:10]=1[C:11]([NH:41][CH3:39])=[O:13])[C:2]1[CH:3]=[CH:4][CH:5]=[CH:6][CH:7]=1, predict the reactants needed to synthesize it. The reactants are: [CH2:1]([NH:8][C:9]1[CH:17]=[C:16]([N:18]2[CH2:23][CH2:22][N:21]([C:24](=[O:31])[C:25]3[CH:30]=[CH:29][CH:28]=[CH:27][CH:26]=3)[CH2:20][CH2:19]2)[CH:15]=[CH:14][C:10]=1[C:11]([OH:13])=O)[C:2]1[CH:7]=[CH:6][CH:5]=[CH:4][CH:3]=1.CN.C1COCC1.[CH2:39]([N:41](CC)CC)C.C1(P(N=[N+]=[N-])(C2C=CC=CC=2)=O)C=CC=CC=1.